From a dataset of Peptide-MHC class II binding affinity with 134,281 pairs from IEDB. Regression. Given a peptide amino acid sequence and an MHC pseudo amino acid sequence, predict their binding affinity value. This is MHC class II binding data. (1) The MHC is DRB4_0103 with pseudo-sequence DRB4_0103. The peptide sequence is GFLNEDHWASRENSG. The binding affinity (normalized) is 0.432. (2) The peptide sequence is LELLQRRFGGTVIRN. The MHC is DRB3_0101 with pseudo-sequence DRB3_0101. The binding affinity (normalized) is 0.411. (3) The peptide sequence is LRFRVPWISDTPYRV. The MHC is DRB1_1101 with pseudo-sequence DRB1_1101. The binding affinity (normalized) is 0.251. (4) The peptide sequence is IQRAGLAPTGGVVKI. The binding affinity (normalized) is 0.366. The MHC is DRB1_0101 with pseudo-sequence DRB1_0101. (5) The peptide sequence is GRRGAAEVLVVLSEL. The MHC is DRB1_1101 with pseudo-sequence DRB1_1101. The binding affinity (normalized) is 0.370.